From a dataset of Full USPTO retrosynthesis dataset with 1.9M reactions from patents (1976-2016). Predict the reactants needed to synthesize the given product. (1) Given the product [O:21]1[CH2:22][CH2:23][N:18]([C:2]2[CH:3]=[C:4]([CH:9]=[CH:10][N:11]=2)[C:5]([O:7][CH3:8])=[O:6])[CH2:19][CH2:20]1, predict the reactants needed to synthesize it. The reactants are: Cl[C:2]1[CH:3]=[C:4]([CH:9]=[CH:10][N:11]=1)[C:5]([O:7][CH3:8])=[O:6].C(OCC)(=O)C.[NH:18]1[CH2:23][CH2:22][O:21][CH2:20][CH2:19]1. (2) The reactants are: [F:1][C:2]1[CH:3]=[C:4]([CH:12]2[CH2:17][N:16]([C:18]([N:20]3[CH2:25][CH2:24][S:23][CH2:22][CH2:21]3)=[O:19])[CH2:15][CH:14]([C:26]([OH:28])=O)[CH2:13]2)[CH:5]=[CH:6][C:7]=1[C:8]([F:11])([F:10])[F:9].O[N:30]=[C:31]([O:33][CH2:34][CH3:35])[NH2:32]. Given the product [CH2:34]([O:33][C:31]1[N:32]=[C:26]([CH:14]2[CH2:13][CH:12]([C:4]3[CH:5]=[CH:6][C:7]([C:8]([F:9])([F:11])[F:10])=[C:2]([F:1])[CH:3]=3)[CH2:17][N:16]([C:18]([N:20]3[CH2:21][CH2:22][S:23][CH2:24][CH2:25]3)=[O:19])[CH2:15]2)[O:28][N:30]=1)[CH3:35], predict the reactants needed to synthesize it. (3) Given the product [CH3:21][S:22]([C:25]1[CH:30]=[CH:29][C:28]([C:2]2[CH:7]=[CH:6][C:5]([C:8]3[O:9][C:10]([CH3:20])=[C:11]([CH2:13][N:14]4[CH2:18][CH2:17][CH2:16][CH:15]4[CH3:19])[N:12]=3)=[CH:4][CH:3]=2)=[CH:27][CH:26]=1)(=[O:24])=[O:23], predict the reactants needed to synthesize it. The reactants are: Br[C:2]1[CH:7]=[CH:6][C:5]([C:8]2[O:9][C:10]([CH3:20])=[C:11]([CH2:13][N:14]3[CH2:18][CH2:17][CH2:16][CH:15]3[CH3:19])[N:12]=2)=[CH:4][CH:3]=1.[CH3:21][S:22]([C:25]1[CH:30]=[CH:29][C:28](B(O)O)=[CH:27][CH:26]=1)(=[O:24])=[O:23]. (4) Given the product [CH3:13][C:8]1[C:7]2[S:6][CH:5]=[CH:4][C:12]=2[CH:11]=[CH:10][CH:9]=1, predict the reactants needed to synthesize it. The reactants are: C(O[CH:4](OCC)[CH2:5][S:6][C:7]1[CH:12]=[CH:11][CH:10]=[CH:9][C:8]=1[CH3:13])C.O. (5) Given the product [Br:23][CH2:24][C:25]([NH:1][C:2]1[CH:7]=[C:6]([O:8][CH3:9])[C:5]([O:10][CH3:11])=[CH:4][C:3]=1[C:12](=[O:22])[CH2:13][C:14]1[CH:19]=[CH:18][C:17]([Cl:20])=[C:16]([Cl:21])[CH:15]=1)=[O:26], predict the reactants needed to synthesize it. The reactants are: [NH2:1][C:2]1[CH:7]=[C:6]([O:8][CH3:9])[C:5]([O:10][CH3:11])=[CH:4][C:3]=1[C:12](=[O:22])[CH2:13][C:14]1[CH:19]=[CH:18][C:17]([Cl:20])=[C:16]([Cl:21])[CH:15]=1.[Br:23][CH2:24][C:25](Br)=[O:26]. (6) Given the product [C:18]([O:17][C:15]([N:14]([CH2:22][C:23]([O:25][C:26]([CH3:27])([CH3:29])[CH3:28])=[O:24])[C:12]1[CH:11]=[CH:10][CH:9]=[C:8]([CH:7]([CH2:6][C:5]2[CH:40]=[CH:41][C:2]([C:46]3[CH:47]=[CH:48][C:43]([Cl:42])=[CH:44][CH:45]=3)=[CH:3][CH:4]=2)[NH:30][S:31]([C:34]2[CH:35]=[N:36][CH:37]=[CH:38][CH:39]=2)(=[O:33])=[O:32])[N:13]=1)=[O:16])([CH3:21])([CH3:20])[CH3:19], predict the reactants needed to synthesize it. The reactants are: Br[C:2]1[CH:41]=[CH:40][C:5]([CH2:6][CH:7]([NH:30][S:31]([C:34]2[CH:35]=[N:36][CH:37]=[CH:38][CH:39]=2)(=[O:33])=[O:32])[C:8]2[N:13]=[C:12]([N:14]([CH2:22][C:23]([O:25][C:26]([CH3:29])([CH3:28])[CH3:27])=[O:24])[C:15]([O:17][C:18]([CH3:21])([CH3:20])[CH3:19])=[O:16])[CH:11]=[CH:10][CH:9]=2)=[CH:4][CH:3]=1.[Cl:42][C:43]1[CH:48]=[CH:47][C:46](B(O)O)=[CH:45][CH:44]=1. (7) Given the product [C:1]([C:3]1[N:4]=[C:5]([N:8]2[CH2:11][CH:10]([O:12][S:14]([CH3:13])(=[O:16])=[O:15])[CH2:9]2)[S:6][CH:7]=1)#[N:2], predict the reactants needed to synthesize it. The reactants are: [C:1]([C:3]1[N:4]=[C:5]([N:8]2[CH2:11][CH:10]([OH:12])[CH2:9]2)[S:6][CH:7]=1)#[N:2].[CH3:13][S:14](Cl)(=[O:16])=[O:15].C(N(CC)CC)C.CO. (8) Given the product [NH2:32][C@H:28]1[CH2:29][CH2:30][CH2:31][N:26]([C:18]2[C:17]([NH:16][C:14]([C:12]3[N:13]=[C:9]([C:3]4[C:4]([F:8])=[CH:5][CH:6]=[CH:7][C:2]=4[F:1])[S:10][CH:11]=3)=[O:15])=[CH:22][N:21]=[C:20]3[CH2:23][CH2:24][CH2:25][C:19]=23)[CH2:27]1, predict the reactants needed to synthesize it. The reactants are: [F:1][C:2]1[CH:7]=[CH:6][CH:5]=[C:4]([F:8])[C:3]=1[C:9]1[S:10][CH:11]=[C:12]([C:14]([NH:16][C:17]2[C:18]([N:26]3[CH2:31][CH2:30][CH2:29][C@H:28]([NH:32]C(=O)OC(C)(C)C)[CH2:27]3)=[C:19]3[CH2:25][CH2:24][CH2:23][C:20]3=[N:21][CH:22]=2)=[O:15])[N:13]=1.C(O)(C(F)(F)F)=O. (9) Given the product [Br:1][C:2]1[CH:16]=[C:15](/[CH:17]=[CH:18]/[CH:19]([C:24]2[CH:25]=[C:26]([Cl:32])[C:27]([Cl:31])=[C:28]([Cl:30])[CH:29]=2)[C:20]([F:23])([F:21])[F:22])[CH:14]=[CH:13][C:3]=1[C:4]1[O:9][C:8](=[O:10])[C:7]([CH3:12])([CH3:11])[N:6]=1, predict the reactants needed to synthesize it. The reactants are: [Br:1][C:2]1[CH:16]=[C:15](/[CH:17]=[CH:18]/[CH:19]([C:24]2[CH:29]=[C:28]([Cl:30])[C:27]([Cl:31])=[C:26]([Cl:32])[CH:25]=2)[C:20]([F:23])([F:22])[F:21])[CH:14]=[CH:13][C:3]=1[C:4]([NH:6][C:7]([CH3:12])([CH3:11])[C:8]([OH:10])=[O:9])=O.CCN=C=NCCCN(C)C.Cl. (10) Given the product [CH2:40]([C:28]1[CH:27]=[CH:26][CH:25]=[CH:24][C:23]=1[O:22][CH2:21][C@@H:20]([OH:29])[CH2:19][NH:18][CH:15]1[CH2:14][CH2:13][N:12]([C:10](=[O:11])[CH2:9][O:8][C:7]2[CH:6]=[CH:5][C:4]([C:30]3[CH2:31][CH2:32][C:33](=[O:36])[NH:34][N:35]=3)=[CH:3][C:2]=2[Cl:1])[CH2:17][CH2:16]1)[CH:37]=[CH2:38], predict the reactants needed to synthesize it. The reactants are: [Cl:1][C:2]1[CH:3]=[C:4]([C:30]2[CH2:31][CH2:32][C:33](=[O:36])[NH:34][N:35]=2)[CH:5]=[CH:6][C:7]=1[O:8][CH2:9][C:10]([N:12]1[CH2:17][CH2:16][CH:15]([NH:18][CH2:19][C@H:20]([OH:29])[CH2:21][O:22][C:23]2[CH:28]=[CH:27][CH:26]=[CH:25][CH:24]=2)[CH2:14][CH2:13]1)=[O:11].[CH2:37]([C:40]1C=CC=CC=1O)[CH:38]=C.